Dataset: Catalyst prediction with 721,799 reactions and 888 catalyst types from USPTO. Task: Predict which catalyst facilitates the given reaction. (1) Reactant: [F:1][C:2]([F:18])([F:17])[C:3]1[CH:16]=[CH:15][C:14]2[S:13][C:12]3[C:7](=[CH:8][CH:9]=[CH:10][CH:11]=3)[NH:6][C:5]=2[CH:4]=1.CN(C=O)C.[OH-].[K+].[CH2:26]([CH:28]1[O:30][CH2:29]1)Br. Product: [O:30]1[CH2:29][CH:28]1[CH2:26][N:6]1[C:5]2[CH:4]=[C:3]([C:2]([F:1])([F:17])[F:18])[CH:16]=[CH:15][C:14]=2[S:13][C:12]2[C:7]1=[CH:8][CH:9]=[CH:10][CH:11]=2. The catalyst class is: 170. (2) Reactant: [H-].[Al+3].[Li+].[H-].[H-].[H-].[F:7][C:8]1[CH:13]=[CH:12][C:11]([CH2:14][CH2:15][C:16]2[CH:25]=[CH:24][C:19]([C:20](OC)=[O:21])=[CH:18][CH:17]=2)=[CH:10][CH:9]=1.Cl.C(OCC)(=O)C. Product: [F:7][C:8]1[CH:9]=[CH:10][C:11]([CH2:14][CH2:15][C:16]2[CH:17]=[CH:18][C:19]([CH2:20][OH:21])=[CH:24][CH:25]=2)=[CH:12][CH:13]=1. The catalyst class is: 247.